The task is: Predict the product of the given reaction.. This data is from Forward reaction prediction with 1.9M reactions from USPTO patents (1976-2016). Given the reactants [F:1][C:2]1[CH:7]=[CH:6][C:5]([N:8]2[C:11](=[O:12])[C@H:10]([S:13][CH2:14][C:15]([C:17]3[CH:22]=[CH:21][C:20]([CH3:23])=[CH:19][CH:18]=3)=[O:16])[C@H:9]2[C:24]2[CH:34]=[CH:33][C:27]([O:28][CH2:29][C:30]([OH:32])=O)=[CH:26][CH:25]=2)=[CH:4][CH:3]=1.Cl.[NH2:36][CH2:37][C:38]([NH:40][C@@H:41]([C:45]([O:47]C(C)(C)C)=[O:46])[CH:42]([CH3:44])[CH3:43])=[O:39].CN1CCOCC1.CN(C(ON1N=NC2C=CC=CC1=2)=[N+](C)C)C.[B-](F)(F)(F)F.[BH4-].[Na+], predict the reaction product. The product is: [F:1][C:2]1[CH:7]=[CH:6][C:5]([N:8]2[C:11](=[O:12])[C@H:10]([S:13][CH2:14][CH:15]([OH:16])[C:17]3[CH:22]=[CH:21][C:20]([CH3:23])=[CH:19][CH:18]=3)[C@H:9]2[C:24]2[CH:25]=[CH:26][C:27]([O:28][CH2:29][C:30]([NH:36][CH2:37][C:38]([NH:40][C@@H:41]([C:45]([OH:47])=[O:46])[CH:42]([CH3:43])[CH3:44])=[O:39])=[O:32])=[CH:33][CH:34]=2)=[CH:4][CH:3]=1.